Dataset: Reaction yield outcomes from USPTO patents with 853,638 reactions. Task: Predict the reaction yield, written as a fraction of the theoretical maximum amount of product (1.0 means a 100% yield; for example, 0.34 means a 34% yield). (1) The reactants are [O:1]1[CH2:6][CH2:5][N:4]([CH2:7][C:8]2[CH:13]=[CH:12][C:11]([C:14]3[N:19]4[N:20]=[C:21]([NH2:23])[N:22]=[C:18]4[CH:17]=[CH:16][CH:15]=3)=[CH:10][CH:9]=2)[CH2:3][CH2:2]1.Br[C:25]1[CH:30]=[CH:29][C:28]([Cl:31])=[CH:27][CH:26]=1.C(=O)([O-])[O-].[Cs+].[Cs+].C1(P(C2C=CC=CC=2)C2C3OC4C(=CC=CC=4P(C4C=CC=CC=4)C4C=CC=CC=4)C(C)(C)C=3C=CC=2)C=CC=CC=1. The catalyst is O1CCOCC1.C(OCC)(=O)C.C1C=CC(/C=C/C(/C=C/C2C=CC=CC=2)=O)=CC=1.C1C=CC(/C=C/C(/C=C/C2C=CC=CC=2)=O)=CC=1.C1C=CC(/C=C/C(/C=C/C2C=CC=CC=2)=O)=CC=1.[Pd].[Pd]. The product is [Cl:31][C:28]1[CH:29]=[CH:30][C:25]([NH:23][C:21]2[N:22]=[C:18]3[CH:17]=[CH:16][CH:15]=[C:14]([C:11]4[CH:12]=[CH:13][C:8]([CH2:7][N:4]5[CH2:3][CH2:2][O:1][CH2:6][CH2:5]5)=[CH:9][CH:10]=4)[N:19]3[N:20]=2)=[CH:26][CH:27]=1. The yield is 0.440. (2) The reactants are CC(OC(/N=N/C(OC(C)C)=O)=O)C.O[CH:16]1[CH2:21][CH2:20][NH:19][C:18](=[O:22])[CH2:17]1.[N+:23]([C:26]1[CH:27]=[N:28][NH:29][CH:30]=1)([O-:25])=[O:24].C1(P(C2C=CC=CC=2)C2C=CC=CC=2)C=CC=CC=1. The catalyst is C1COCC1. The product is [N+:23]([C:26]1[CH:27]=[N:28][N:29]([CH:16]2[CH2:21][CH2:20][NH:19][C:18](=[O:22])[CH2:17]2)[CH:30]=1)([O-:25])=[O:24]. The yield is 0.480.